Dataset: Forward reaction prediction with 1.9M reactions from USPTO patents (1976-2016). Task: Predict the product of the given reaction. Given the reactants C1(O[C:8](=[O:40])[NH:9][C:10]2[CH:15]=[CH:14][C:13]([C:16]3[CH:21]=[C:20]([C:22]4[CH:27]=[C:26]([F:28])[CH:25]=[CH:24][C:23]=4[S:29]([CH3:32])(=[O:31])=[O:30])[N:19]=[C:18]([N:33]4[CH2:38][CH2:37][O:36][CH2:35][C@@H:34]4[CH3:39])[N:17]=3)=[CH:12][CH:11]=2)C=CC=CC=1.[NH2:41][C:42]([CH3:46])([CH3:45])[CH2:43][OH:44], predict the reaction product. The product is: [F:28][C:26]1[CH:25]=[CH:24][C:23]([S:29]([CH3:32])(=[O:30])=[O:31])=[C:22]([C:20]2[N:19]=[C:18]([N:33]3[CH2:38][CH2:37][O:36][CH2:35][C@@H:34]3[CH3:39])[N:17]=[C:16]([C:13]3[CH:12]=[CH:11][C:10]([NH:9][C:8]([NH:41][C:42]([CH3:46])([CH3:45])[CH2:43][OH:44])=[O:40])=[CH:15][CH:14]=3)[CH:21]=2)[CH:27]=1.